Dataset: Reaction yield outcomes from USPTO patents with 853,638 reactions. Task: Predict the reaction yield, written as a fraction of the theoretical maximum amount of product (1.0 means a 100% yield; for example, 0.34 means a 34% yield). (1) The reactants are N1C=CC=CC=1.[C:7](Cl)(Cl)=[O:8].[N:11]1[CH:16]=[CH:15][C:14]([S:17][C:18]2[CH:24]=[CH:23][C:21]([NH2:22])=[CH:20][CH:19]=2)=[CH:13][CH:12]=1.[CH3:25][O:26][C:27]1[CH:33]=[CH:32][C:31]([C:34]([F:37])([F:36])[F:35])=[CH:30][C:28]=1[NH2:29].[OH-].[Na+]. The catalyst is C(Cl)Cl.C1(C)C=CC=CC=1. The product is [CH3:25][O:26][C:27]1[CH:33]=[CH:32][C:31]([C:34]([F:35])([F:37])[F:36])=[CH:30][C:28]=1[NH:29][C:7]([NH:22][C:21]1[CH:23]=[CH:24][C:18]([S:17][C:14]2[CH:13]=[CH:12][N:11]=[CH:16][CH:15]=2)=[CH:19][CH:20]=1)=[O:8]. The yield is 0.710. (2) The reactants are [CH3:1][C:2]1[N:7]=[C:6]([CH:8]=[O:9])[CH:5]=[CH:4][CH:3]=1.[CH3:10][Mg]Br. The catalyst is O1CCCC1. The product is [CH3:1][C:2]1[N:7]=[C:6]([CH:8]([OH:9])[CH3:10])[CH:5]=[CH:4][CH:3]=1. The yield is 1.00. (3) The yield is 0.178. No catalyst specified. The product is [CH2:1]([O:3][C:4]1[CH:11]=[CH:10][C:9]([S:13]([N:33]2[CH2:34][CH2:35][N:30]([CH2:28][CH3:29])[CH2:31][CH2:32]2)(=[O:16])=[O:14])=[CH:8][C:5]=1[C:6]#[N:7])[CH3:2]. The reactants are [CH2:1]([O:3][C:4]1[CH:11]=[CH:10][CH:9]=[CH:8][C:5]=1[C:6]#[N:7])[CH3:2].Cl[S:13]([OH:16])(=O)=[O:14].S(Cl)(Cl)=O.C(N(CC)CC)C.[CH2:28]([N:30]1[CH2:35][CH2:34][NH:33][CH2:32][CH2:31]1)[CH3:29]. (4) The reactants are [Cl:1][C:2]1[CH:3]=[C:4](I)[CH:5]=[CH:6][C:7]=1[Cl:8].C([Mg]Br)(C)C.[CH3:15][O:16][C:17]1[CH:18]=[C:19]([CH:27]=[CH:28][CH:29]=1)[CH2:20][N:21]1[CH2:25][CH2:24][C:23](=[O:26])[CH2:22]1. The catalyst is O1CCCC1. The product is [Cl:1][C:2]1[CH:3]=[C:4]([C:23]2([OH:26])[CH2:24][CH2:25][N:21]([CH2:20][C:19]3[CH:27]=[CH:28][CH:29]=[C:17]([O:16][CH3:15])[CH:18]=3)[CH2:22]2)[CH:5]=[CH:6][C:7]=1[Cl:8]. The yield is 0.580. (5) The reactants are FC(F)(F)C(O)=O.ClC1C(N[C@@H]2[C@@H]3C[C@@H](C=C3)[C@@H]2C(N)=O)=C2N=C(C3C=CC(CN4CCOCC4)=CC=3)NC2=NC=1.[NH2:42][C:43]1[C:48]([NH2:49])=[C:47]([NH:50][C@@H:51]2[C@@H:56]3[CH2:57][C@@H:53]([CH:54]=[CH:55]3)[C@@H:52]2[C:58]([NH2:60])=[O:59])[C:46]([Cl:61])=[CH:45][N:44]=1.[CH3:62][O:63][C:64]1[CH:71]=[C:70]([N:72]2[CH2:77][CH2:76][O:75][CH2:74][CH2:73]2)[CH:69]=[CH:68][C:65]=1[CH:66]=O. No catalyst specified. The product is [Cl:61][C:46]1[C:47]([NH:50][C@@H:51]2[C@@H:56]3[CH2:57][C@@H:53]([CH:54]=[CH:55]3)[C@@H:52]2[C:58]([NH2:60])=[O:59])=[C:48]2[N:49]=[C:66]([C:65]3[CH:68]=[CH:69][C:70]([N:72]4[CH2:77][CH2:76][O:75][CH2:74][CH2:73]4)=[CH:71][C:64]=3[O:63][CH3:62])[NH:42][C:43]2=[N:44][CH:45]=1. The yield is 0.650. (6) The catalyst is CN(C1C=CN=CC=1)C.CN(C=O)C. The yield is 0.730. The product is [CH3:1][O:2][C:3]1[CH:4]=[C:5]([CH2:20][C:21]([N:38]2[CH2:39][C@@H:35]([O:34][C:25]3[CH:26]=[CH:27][C:28]4[C:33](=[CH:32][CH:31]=[CH:30][CH:29]=4)[CH:24]=3)[CH2:36][C@H:37]2[CH2:40][O:41][C:42]2[CH:43]=[CH:44][C:45]([C:46]([O:48][CH3:49])=[O:47])=[CH:50][CH:51]=2)=[O:23])[CH:6]=[CH:7][C:8]=1[NH:9][C:10]([NH:12][C:13]1[CH:18]=[CH:17][CH:16]=[CH:15][C:14]=1[CH3:19])=[O:11]. The reactants are [CH3:1][O:2][C:3]1[CH:4]=[C:5]([CH2:20][C:21]([OH:23])=O)[CH:6]=[CH:7][C:8]=1[NH:9][C:10]([NH:12][C:13]1[CH:18]=[CH:17][CH:16]=[CH:15][C:14]=1[CH3:19])=[O:11].[CH:24]1[C:33]2[C:28](=[CH:29][CH:30]=[CH:31][CH:32]=2)[CH:27]=[CH:26][C:25]=1[O:34][C@@H:35]1[CH2:39][NH:38][C@H:37]([CH2:40][O:41][C:42]2[CH:51]=[CH:50][C:45]([C:46]([O:48][CH3:49])=[O:47])=[CH:44][CH:43]=2)[CH2:36]1.CCN=C=NCCCN(C)C.Cl. (7) The reactants are Br[CH2:2][CH2:3][CH2:4][N:5]1[C:13]2[C:8](=[CH:9][C:10]([CH:14]=[O:15])=[CH:11][CH:12]=2)[CH:7]=[CH:6]1.[OH:16][C:17]([C:34]1[S:35][CH:36]=[CH:37][CH:38]=1)([C:29]1[S:30][CH:31]=[CH:32][CH:33]=1)[C:18]([O:20][C@H:21]1[CH2:26][CH2:25][C@H:24]([NH:27][CH3:28])[CH2:23][CH2:22]1)=[O:19].C(N(CC)CC)C. The catalyst is CC#N.C1COCC1. The product is [OH:16][C:17]([C:29]1[S:30][CH:31]=[CH:32][CH:33]=1)([C:34]1[S:35][CH:36]=[CH:37][CH:38]=1)[C:18]([O:20][C@H:21]1[CH2:22][CH2:23][C@H:24]([N:27]([CH2:2][CH2:3][CH2:4][N:5]2[C:13]3[C:8](=[CH:9][C:10]([CH:14]=[O:15])=[CH:11][CH:12]=3)[CH:7]=[CH:6]2)[CH3:28])[CH2:25][CH2:26]1)=[O:19]. The yield is 0.750.